This data is from Full USPTO retrosynthesis dataset with 1.9M reactions from patents (1976-2016). The task is: Predict the reactants needed to synthesize the given product. Given the product [CH3:13][O:11][C:10](=[O:12])[CH2:9][C:4]1[CH:5]=[CH:6][C:7]([Cl:8])=[C:2]([Cl:1])[CH:3]=1, predict the reactants needed to synthesize it. The reactants are: [Cl:1][C:2]1[CH:3]=[C:4]([CH2:9][C:10]([OH:12])=[O:11])[CH:5]=[CH:6][C:7]=1[Cl:8].[CH3:13]O.